From a dataset of Forward reaction prediction with 1.9M reactions from USPTO patents (1976-2016). Predict the product of the given reaction. Given the reactants Br[C:2]1[S:3][C:4]([Br:7])=[CH:5][N:6]=1.B([C:11]1[S:15][C:14]([C:16]([OH:18])=[O:17])=[CH:13][CH:12]=1)(O)O, predict the reaction product. The product is: [Br:7][C:4]1[S:3][C:2]([C:11]2[S:15][C:14]([C:16]([OH:18])=[O:17])=[CH:13][CH:12]=2)=[N:6][CH:5]=1.